Task: Predict which catalyst facilitates the given reaction.. Dataset: Catalyst prediction with 721,799 reactions and 888 catalyst types from USPTO Reactant: FC(F)(F)S(O[Si](C)(C)C)(=O)=O.ClCCCl.[CH3:17][C:18]1[O:24][C:21]([CH2:22][NH2:23])=[CH:20][CH:19]=1.[C:25]([NH:27][C:28]([NH2:30])=[NH:29])#[N:26]. Product: [CH3:17][C:18]1[O:24][C:21]([CH2:22][NH:23][C:25]([NH:27][C:28]([NH2:30])=[NH:29])=[NH:26])=[CH:20][CH:19]=1. The catalyst class is: 98.